Dataset: Full USPTO retrosynthesis dataset with 1.9M reactions from patents (1976-2016). Task: Predict the reactants needed to synthesize the given product. (1) Given the product [CH2:3]([O:13][CH2:16][C:17]1[N:21]2[C:22]3[C:27]([CH:28]=[CH:29][C:20]2=[CH:19][CH:18]=1)=[CH:26][CH:25]=[CH:24][CH:23]=3)[CH2:4][CH2:5][CH2:6][CH2:7][CH2:8][CH2:9][CH2:10][CH2:11][CH3:12], predict the reactants needed to synthesize it. The reactants are: [F-].[Cs+].[CH2:3]([OH:13])[CH2:4][CH2:5][CH2:6][CH2:7][CH2:8][CH2:9][CH2:10][CH2:11][CH3:12].C[Si](C)(C)[C:16]#[C:17]/[CH:18]=[CH:19]\[C:20]1[CH:29]=[CH:28][C:27]2[C:22](=[CH:23][CH:24]=[CH:25][CH:26]=2)[N:21]=1. (2) Given the product [Cl:1][C:2]1[N:6]([CH3:7])[N:5]=[C:4]([CH3:8])[C:3]=1[C:9]([Cl:11])=[O:10], predict the reactants needed to synthesize it. The reactants are: [Cl:1][C:2]1[N:6]([CH3:7])[N:5]=[C:4]([CH3:8])[C:3]=1[CH:9]=[O:10].[Cl:11]Cl. (3) Given the product [Cl:34][C:32]1[CH:33]=[C:28]2[CH:26]([CH3:27])[N:39]([C:40]([O:42][C:43]([CH3:46])([CH3:45])[CH3:44])=[O:41])[C@@H:35]([CH:36]([CH3:38])[CH3:37])[C:29]2=[N:30][CH:31]=1, predict the reactants needed to synthesize it. The reactants are: ClC1C=C2CN(C(OC(C)(C)C)=O)[C@@H](C(C)C)C2=NC=1.CS(O[CH:26]([C:28]1[C:29]([C@@H:35]([NH:39][C:40]([O:42][C:43]([CH3:46])([CH3:45])[CH3:44])=[O:41])[CH:36]([CH3:38])[CH3:37])=[N:30][CH:31]=[C:32]([Cl:34])[CH:33]=1)[CH3:27])(=O)=O. (4) Given the product [Cl:49][CH2:50][Cl:51].[CH3:1][OH:5].[NH4+:8].[N:11]1([C:15]2[N:16]=[C:17]([C:21]([N:23]3[CH2:27][CH2:26][C@H:25]([O:28][C:29]4[CH:34]=[CH:33][CH:32]=[CH:31][C:30]=4[F:35])[CH2:24]3)=[O:22])[CH:18]=[CH:19][CH:20]=2)[CH2:12][CH2:13][CH2:14][NH:8][CH2:9][CH2:10]1, predict the reactants needed to synthesize it. The reactants are: [C:1]([O:5]C([N:8]1[CH2:14][CH2:13][CH2:12][N:11]([C:15]2[CH:20]=[CH:19][CH:18]=[C:17]([C:21]([N:23]3[CH2:27][CH2:26][C@H:25]([O:28][C:29]4[CH:34]=[CH:33][CH:32]=[CH:31][C:30]=4[F:35])[CH2:24]3)=[O:22])[N:16]=2)[CH2:10][CH2:9]1)=O)(C)(C)C.FC(F)(F)C(O)=O.O.C(=O)(O)[O-].[Na+].[Cl:49][CH2:50][Cl:51]. (5) Given the product [CH:12](=[N:11][CH2:10][CH2:9][C:5]1[CH:6]=[CH:7][CH:8]=[C:3]([O:2][CH3:1])[CH:4]=1)[C:13]1[CH:18]=[CH:17][CH:16]=[CH:15][CH:14]=1, predict the reactants needed to synthesize it. The reactants are: [CH3:1][O:2][C:3]1[CH:4]=[C:5]([CH2:9][CH2:10][NH2:11])[CH:6]=[CH:7][CH:8]=1.[CH:12](=O)[C:13]1[CH:18]=[CH:17][CH:16]=[CH:15][CH:14]=1. (6) The reactants are: [S].S(=O)(=O)(O)O.[F:7][B-:8]([F:11])([F:10])[F:9].[CH2:12]([N:16]1[CH:20]=[CH:19][N:18]([CH3:21])[CH2:17]1)[CH2:13][CH2:14][CH3:15]. Given the product [C:12].[F:7][B-:8]([F:11])([F:10])[F:9].[CH2:12]([N:16]1[CH:20]=[CH:19][N:18]([CH3:21])[CH2:17]1)[CH2:13][CH2:14][CH3:15], predict the reactants needed to synthesize it.